This data is from Catalyst prediction with 721,799 reactions and 888 catalyst types from USPTO. The task is: Predict which catalyst facilitates the given reaction. The catalyst class is: 3. Product: [NH2:20][C:16]1[C:15]2[N:21]=[C:12]([S:11][C:3]3[C:2]([Br:1])=[CH:10][C:6]4[O:7][CH2:8][O:9][C:5]=4[CH:4]=3)[N:13]([CH2:23][CH2:24][N:25]3[C:26](=[O:35])[C:27]4[C:32](=[CH:31][CH:30]=[CH:29][CH:28]=4)[C:33]3=[O:34])[C:14]=2[CH:19]=[CH:18][N:17]=1. Reactant: [Br:1][C:2]1[C:3]([S:11][C:12]2[NH:13][C:14]3[CH:19]=[CH:18][N:17]=[C:16]([NH2:20])[C:15]=3[N:21]=2)=[CH:4][C:5]2[O:9][CH2:8][O:7][C:6]=2[CH:10]=1.Br[CH2:23][CH2:24][N:25]1[C:33](=[O:34])[C:32]2[C:27](=[CH:28][CH:29]=[CH:30][CH:31]=2)[C:26]1=[O:35].C([O-])([O-])=O.[Cs+].[Cs+].NC1C2N=C(SC3C(I)=CC4OCOC=4C=3)N(CCN3C(=O)C4C(=CC=CC=4)C3=O)C=2C=CN=1.